This data is from Reaction yield outcomes from USPTO patents with 853,638 reactions. The task is: Predict the reaction yield, written as a fraction of the theoretical maximum amount of product (1.0 means a 100% yield; for example, 0.34 means a 34% yield). (1) The reactants are [Cl:1][C:2]1[N:3]=[C:4](Cl)[C:5]2[CH2:10][O:9][CH:8]([C:11]3[CH:16]=[CH:15][C:14]([F:17])=[CH:13][CH:12]=3)[C:6]=2[N:7]=1.CC[N:21]([CH:25]([CH3:27])[CH3:26])C(C)C.[CH2:28]1COC[CH2:29]1. No catalyst specified. The product is [Cl:1][C:2]1[N:3]=[C:4]([NH:21][C@@H:25]([CH:26]2[CH2:29][CH2:28]2)[CH3:27])[C:5]2[CH2:10][O:9][CH:8]([C:11]3[CH:16]=[CH:15][C:14]([F:17])=[CH:13][CH:12]=3)[C:6]=2[N:7]=1. The yield is 0.142. (2) The reactants are [I:1][C:2]1[CH:3]=[C:4]([CH:8]=[CH:9][C:10]=1[CH3:11])[C:5]([OH:7])=O.CCN=C=N[CH2:17][CH2:18][CH2:19][N:20](C)C.Cl.C1C=CC2N(O)N=NC=2C=1.CN1CCOCC1.C1(N)CC1. The catalyst is CN(C=O)C. The product is [CH:19]1([NH:20][C:5](=[O:7])[C:4]2[CH:8]=[CH:9][C:10]([CH3:11])=[C:2]([I:1])[CH:3]=2)[CH2:17][CH2:18]1. The yield is 0.800. (3) The reactants are [NH2:1][C:2]1[N:6]([C:7]2[CH:12]=[CH:11][N:10]=[CH:9][C:8]=2Br)[N:5]=[C:4]([C:14]2[CH:19]=[CH:18][C:17]([O:20][C:21]3[CH:26]=[CH:25][CH:24]=[CH:23][CH:22]=3)=[CH:16][CH:15]=2)[C:3]=1[C:27]([NH2:29])=[O:28].CNCCNC.[O-]P([O-])([O-])=O.[K+].[K+].[K+]. The catalyst is CN(C=O)C.[Cu]I. The product is [O:20]([C:17]1[CH:18]=[CH:19][C:14]([C:4]2[C:3]([C:27]([NH2:29])=[O:28])=[C:2]3[NH:1][C:8]4[CH:9]=[N:10][CH:11]=[CH:12][C:7]=4[N:6]3[N:5]=2)=[CH:15][CH:16]=1)[C:21]1[CH:26]=[CH:25][CH:24]=[CH:23][CH:22]=1. The yield is 0.990. (4) The reactants are [Si]([O:8][C@@H:9]1[C@@:43]2([CH3:44])[C:13](=[CH:14][CH:15]=[C:16]3[C@@H:42]2[CH2:41][CH2:40][C@@:39]2([CH3:45])[C@H:17]3[CH2:18][CH:19]=[C:20]2[C:21]([O:24]/[CH:25]=[CH:26]\[CH2:27][C:28]([O:31][Si](CC)(CC)CC)([CH3:30])[CH3:29])([CH3:23])[CH3:22])[CH2:12][C@@H:11]([O:46][Si](C(C)(C)C)(C)C)[CH2:10]1)(C(C)(C)C)(C)C.O1CCCC1.[F-].C([N+](CCCC)(CCCC)CCCC)CCC. No catalyst specified. The product is [OH:8][C@@H:9]1[C@@:43]2([CH3:44])[C:13](=[CH:14][CH:15]=[C:16]3[C@@H:42]2[CH2:41][CH2:40][C@@:39]2([CH3:45])[C@H:17]3[CH2:18][CH:19]=[C:20]2[C:21]([O:24]/[CH:25]=[CH:26]\[CH2:27][C:28]([OH:31])([CH3:30])[CH3:29])([CH3:23])[CH3:22])[CH2:12][C@@H:11]([OH:46])[CH2:10]1. The yield is 0.800. (5) The reactants are [CH:1]1[C:10]2[C:5](=[CH:6][CH:7]=[CH:8][CH:9]=2)[CH:4]=[C:3]([C:11]([O:13][CH3:14])=[O:12])[N:2]=1.[N+:15]([O-])([O-:17])=[O:16].[Na+]. The catalyst is OS(O)(=O)=O. The product is [N+:15]([C:6]1[CH:7]=[CH:8][CH:9]=[C:10]2[C:5]=1[CH:4]=[C:3]([C:11]([O:13][CH3:14])=[O:12])[N:2]=[CH:1]2)([O-:17])=[O:16]. The yield is 0.960. (6) The reactants are [Cl:1][C:2]1[C:7]2=[N:8][CH:9]=[C:10](OC)[N:11]=[C:6]2[CH:5]=[CH:4][N:3]=1.P(Cl)(Cl)([Cl:16])=O.CN(C=O)C. No catalyst specified. The product is [Cl:16][C:10]1[N:11]=[C:6]2[CH:5]=[CH:4][N:3]=[C:2]([Cl:1])[C:7]2=[N:8][CH:9]=1. The yield is 0.910.